Dataset: Catalyst prediction with 721,799 reactions and 888 catalyst types from USPTO. Task: Predict which catalyst facilitates the given reaction. (1) Reactant: CCN(C(C)C)C(C)C.Cl.Cl.[CH3:12][O:13][C:14]1[C:22]2[C:17](=[N:18][CH:19]=[C:20]([C:29]3[CH:34]=[CH:33][CH:32]=[CH:31][CH:30]=3)[C:21]=2[N:23]2[CH2:28][CH2:27][NH:26][CH2:25][CH2:24]2)[NH:16][N:15]=1.F[B-](F)(F)F.N1(OC(N(C)C)=[N+](C)C)C2C=CC=CC=2N=N1.[C:57]([O:61][C:62]([N:64]([CH:77]([CH3:79])[CH3:78])[CH2:65][C@H:66]([C:70]1[CH:75]=[CH:74][C:73]([Cl:76])=[CH:72][CH:71]=1)[C:67](O)=[O:68])=[O:63])([CH3:60])([CH3:59])[CH3:58]. Product: [Cl:76][C:73]1[CH:74]=[CH:75][C:70]([C@H:66]([C:67]([N:26]2[CH2:25][CH2:24][N:23]([C:21]3[C:20]([C:29]4[CH:30]=[CH:31][CH:32]=[CH:33][CH:34]=4)=[CH:19][N:18]=[C:17]4[NH:16][N:15]=[C:14]([O:13][CH3:12])[C:22]=34)[CH2:28][CH2:27]2)=[O:68])[CH2:65][N:64]([CH:77]([CH3:78])[CH3:79])[C:62](=[O:63])[O:61][C:57]([CH3:59])([CH3:58])[CH3:60])=[CH:71][CH:72]=1. The catalyst class is: 2. (2) Reactant: [Cl:1][C:2]1[N:3]([C:12]2[C:13](=[O:23])[N:14]([CH3:22])[N:15]=[C:16]([S:20][CH3:21])[C:17]=2[O:18][CH3:19])[C:4]2[C:9]([C:10]=1[Cl:11])=[CH:8][CH:7]=[CH:6][CH:5]=2.C1C=C(Cl)C=C(C(OO)=[O:32])C=1.C(=O)(O)[O-].[Na+].S([O-])([O-])(=O)=S.[Na+].[Na+]. Product: [Cl:1][C:2]1[N:3]([C:12]2[C:13](=[O:23])[N:14]([CH3:22])[N:15]=[C:16]([S:20]([CH3:21])=[O:32])[C:17]=2[O:18][CH3:19])[C:4]2[C:9]([C:10]=1[Cl:11])=[CH:8][CH:7]=[CH:6][CH:5]=2. The catalyst class is: 2. (3) Reactant: C([O:4][B:5](OC(C)C)[O:6]C(C)C)(C)C.[Cl:14][C:15]1[CH:20]=[C:19](I)[CH:18]=[CH:17][C:16]=1[O:22][C:23]([F:26])([F:25])[F:24]. Product: [Cl:14][C:15]1[CH:20]=[C:19]([B:5]([OH:6])[OH:4])[CH:18]=[CH:17][C:16]=1[O:22][C:23]([F:26])([F:25])[F:24]. The catalyst class is: 11. (4) Reactant: [C-:1]#[N:2].[K+].FC(F)(F)S(O[C:10]1[CH:15]=[CH:14][C:13]([N+:16]([O-:18])=[O:17])=[C:12]([CH3:19])[C:11]=1[CH3:20])(=O)=O.S([O-])(O)(=O)=O.[K+].O. Product: [CH3:20][C:11]1[C:12]([CH3:19])=[C:13]([N+:16]([O-:18])=[O:17])[CH:14]=[CH:15][C:10]=1[C:1]#[N:2]. The catalyst class is: 7. (5) Reactant: C(NC(C)C)(C)C.C([Li])CCC.[CH3:13][O:14][C:15](=[O:27])[CH2:16][C:17]1[CH:22]=[CH:21][C:20]([S:23]([CH3:26])(=[O:25])=[O:24])=[CH:19][CH:18]=1.I[CH2:29][CH:30]1[CH2:34][CH2:33][CH2:32][CH:31]1[O:35][CH:36]1[CH2:41][CH2:40][CH2:39][CH2:38][O:37]1. Product: [CH3:13][O:14][C:15](=[O:27])[CH:16]([C:17]1[CH:18]=[CH:19][C:20]([S:23]([CH3:26])(=[O:24])=[O:25])=[CH:21][CH:22]=1)[CH2:29][CH:30]1[CH2:34][CH2:33][CH2:32][CH:31]1[O:35][CH:36]1[CH2:41][CH2:40][CH2:39][CH2:38][O:37]1. The catalyst class is: 544. (6) Product: [OH:1][CH:2]1[CH2:7][CH2:6][N:5]([C:9]2[CH:16]=[CH:15][C:12]([C:13]#[N:14])=[C:11]([C:17]([F:18])([F:20])[F:19])[CH:10]=2)[CH2:4][CH2:3]1. The catalyst class is: 16. Reactant: [OH:1][CH:2]1[CH2:7][CH2:6][NH:5][CH2:4][CH2:3]1.F[C:9]1[CH:16]=[CH:15][C:12]([C:13]#[N:14])=[C:11]([C:17]([F:20])([F:19])[F:18])[CH:10]=1. (7) Reactant: [C:1]([C:5]1[CH:32]=[C:8]2[N:9]=[C:10]([N:27]3[CH2:31][CH2:30][CH2:29][CH2:28]3)[CH:11]=[C:12]([N:13]([CH:21]3[CH2:26][CH2:25][O:24][CH2:23][CH2:22]3)C(=O)OC(C)(C)C)[N:7]2[N:6]=1)(=[O:4])[CH2:2][CH3:3].N([O-])=[O:34].[Na+].Cl.C(=O)(O)[O-].[Na+]. Product: [N:27]1([C:10]2[CH:11]=[C:12]([NH:13][CH:21]3[CH2:26][CH2:25][O:24][CH2:23][CH2:22]3)[N:7]3[N:6]=[C:5]([C:1](=[O:4])[C:2](=[O:34])[CH3:3])[CH:32]=[C:8]3[N:9]=2)[CH2:28][CH2:29][CH2:30][CH2:31]1. The catalyst class is: 7. (8) Reactant: [NH2:1][C:2]1[CH:16]=[CH:15][CH:14]=[C:13]([CH3:17])[C:3]=1[C:4]([NH:6][C:7]1[CH:12]=[CH:11][CH:10]=[CH:9][CH:8]=1)=[O:5].O=C1CCC(=O)N1O[C:26](=O)[CH:27]([NH:30][C:31]([O:33][CH2:34][C:35]1[CH:40]=[CH:39][CH:38]=[CH:37][CH:36]=1)=[O:32])[CH2:28][CH3:29].CN(C1C=CC=CN=1)C.C(N(C(C)C)CC)(C)C. Product: [CH2:34]([O:33][C:31](=[O:32])[NH:30][CH:27]([C:26]1[N:6]([C:7]2[CH:12]=[CH:11][CH:10]=[CH:9][CH:8]=2)[C:4](=[O:5])[C:3]2[C:2](=[CH:16][CH:15]=[CH:14][C:13]=2[CH3:17])[N:1]=1)[CH2:28][CH3:29])[C:35]1[CH:40]=[CH:39][CH:38]=[CH:37][CH:36]=1. The catalyst class is: 11. (9) Reactant: [BH4-:1].[Na+:2].[F:3][C:4]([F:9])([F:8])[C:5]([OH:7])=[O:6]. Product: [F:3][C:4]([F:9])([F:8])[C:5]([O:7][BH3-:1])=[O:6].[Na+:2]. The catalyst class is: 7.